Dataset: Retrosynthesis with 50K atom-mapped reactions and 10 reaction types from USPTO. Task: Predict the reactants needed to synthesize the given product. Given the product CC(C)(C)OC(=O)Nc1cccc2cc(C(=O)O)[nH]c12, predict the reactants needed to synthesize it. The reactants are: CCOC(=O)c1cc2cccc(NC(=O)OC(C)(C)C)c2[nH]1.